Task: Predict the reactants needed to synthesize the given product.. Dataset: Full USPTO retrosynthesis dataset with 1.9M reactions from patents (1976-2016) (1) Given the product [NH2:25][C:23](=[O:24])[CH2:22][CH:21]([NH:20][C:10]([C:7]1[CH:6]=[C:5]([O:13][CH2:14][C:15]([F:18])([F:17])[F:16])[C:4]([CH:1]2[CH2:2][CH2:3]2)=[CH:9][N:8]=1)=[O:12])[CH:26]1[CH2:28][CH2:27]1, predict the reactants needed to synthesize it. The reactants are: [CH:1]1([C:4]2[C:5]([O:13][CH2:14][C:15]([F:18])([F:17])[F:16])=[CH:6][C:7]([C:10]([OH:12])=O)=[N:8][CH:9]=2)[CH2:3][CH2:2]1.Cl.[NH2:20][CH:21]([CH:26]1[CH2:28][CH2:27]1)[CH2:22][C:23]([NH2:25])=[O:24]. (2) Given the product [NH:24]1[C:16]([S:15][CH2:14][CH2:13][CH2:12][CH2:11][CH2:10][CH2:9][CH2:8][CH2:7][CH2:6][CH2:5][CH2:4][C:3]([OH:25])=[O:2])=[C:17]2[C:21](=[N:20][CH:19]=[N:18]2)[N:22]=[CH:23]1, predict the reactants needed to synthesize it. The reactants are: C[O:2][C:3](=[O:25])[CH2:4][CH2:5][CH2:6][CH2:7][CH2:8][CH2:9][CH2:10][CH2:11][CH2:12][CH2:13][CH2:14][S:15][C:16]1[NH:24][CH:23]=[N:22][C:21]2[C:17]=1[N:18]=[CH:19][N:20]=2.[OH-].[K+].